Regression. Given two drug SMILES strings and cell line genomic features, predict the synergy score measuring deviation from expected non-interaction effect. From a dataset of Merck oncology drug combination screen with 23,052 pairs across 39 cell lines. (1) Drug 1: Cn1nnc2c(C(N)=O)ncn2c1=O. Drug 2: CS(=O)(=O)CCNCc1ccc(-c2ccc3ncnc(Nc4ccc(OCc5cccc(F)c5)c(Cl)c4)c3c2)o1. Cell line: RKO. Synergy scores: synergy=-7.37. (2) Drug 1: CCC1=CC2CN(C1)Cc1c([nH]c3ccccc13)C(C(=O)OC)(c1cc3c(cc1OC)N(C)C1C(O)(C(=O)OC)C(OC(C)=O)C4(CC)C=CCN5CCC31C54)C2. Drug 2: Cc1nc(Nc2ncc(C(=O)Nc3c(C)cccc3Cl)s2)cc(N2CCN(CCO)CC2)n1. Cell line: NCIH1650. Synergy scores: synergy=47.5.